This data is from Catalyst prediction with 721,799 reactions and 888 catalyst types from USPTO. The task is: Predict which catalyst facilitates the given reaction. (1) Product: [OH:33][CH:34]([CH3:48])[CH2:35][CH2:36][N:4]1[C:5](=[O:31])[C:6]2[N:7]([CH2:23][C:24]3[CH:29]=[CH:28][C:27]([CH3:30])=[CH:26][N:25]=3)[C:8]([CH2:11][C:12]3[CH:17]=[CH:16][CH:15]=[C:14]([O:18][C:19]([F:22])([F:21])[F:20])[CH:13]=3)=[N:9][C:10]=2[N:2]([CH3:1])[C:3]1=[O:32]. The catalyst class is: 3. Reactant: [CH3:1][N:2]1[C:10]2[N:9]=[C:8]([CH2:11][C:12]3[CH:17]=[CH:16][CH:15]=[C:14]([O:18][C:19]([F:22])([F:21])[F:20])[CH:13]=3)[N:7]([CH2:23][C:24]3[CH:29]=[CH:28][C:27]([CH3:30])=[CH:26][N:25]=3)[C:6]=2[C:5](=[O:31])[NH:4][C:3]1=[O:32].[OH:33][CH:34]([CH3:48])[CH2:35][CH2:36]OS(C1C=CC(C)=CC=1)(=O)=O.C(=O)([O-])[O-].[K+].[K+]. (2) Reactant: [H-].[Al+3].[Li+].[H-].[H-].[H-].C[O:8][C:9]([C:11]1[NH:12][CH:13]=[C:14]([C:22]2[CH:27]=[CH:26][C:25]([F:28])=[CH:24][CH:23]=2)[C:15]=1[C:16]1[CH:21]=[CH:20][N:19]=[CH:18][CH:17]=1)=O. Product: [F:28][C:25]1[CH:24]=[CH:23][C:22]([C:14]2[C:15]([C:16]3[CH:17]=[CH:18][N:19]=[CH:20][CH:21]=3)=[C:11]([CH2:9][OH:8])[NH:12][CH:13]=2)=[CH:27][CH:26]=1. The catalyst class is: 595. (3) Reactant: [Cl:1][C:2]1[CH:9]=[CH:8][CH:7]=[CH:6][C:3]=1[CH2:4]Br.C(=O)([O-])[O-].[K+].[K+].[C:16]([O:20][C:21]([NH:23][C@@H:24]1[CH2:29][CH2:28][CH2:27][N:26](/[C:30](=[N:38]/[C:39]#[N:40])/[NH:31][CH2:32][C:33]([O:35][CH2:36][CH3:37])=[O:34])[CH2:25]1)=[O:22])([CH3:19])([CH3:18])[CH3:17]. Product: [C:16]([O:20][C:21]([NH:23][C@@H:24]1[CH2:29][CH2:28][CH2:27][N:26](/[C:30](=[N:38]/[C:39]#[N:40])/[N:31]([CH2:4][C:3]2[CH:6]=[CH:7][CH:8]=[CH:9][C:2]=2[Cl:1])[CH2:32][C:33]([O:35][CH2:36][CH3:37])=[O:34])[CH2:25]1)=[O:22])([CH3:17])([CH3:18])[CH3:19]. The catalyst class is: 10. (4) Reactant: [Cl:1][C:2]1[CH:7]=[CH:6][C:5]([N:8]2[CH:12]=[C:11]([C:13]([O:15]CC)=[O:14])[N:10]=[C:9]2[C:18]2[CH:23]=[CH:22][C:21]([Cl:24])=[CH:20][C:19]=2[Cl:25])=[CH:4][CH:3]=1.[Li+].[OH-].O.Cl. Product: [Cl:1][C:2]1[CH:3]=[CH:4][C:5]([N:8]2[CH:12]=[C:11]([C:13]([OH:15])=[O:14])[N:10]=[C:9]2[C:18]2[CH:23]=[CH:22][C:21]([Cl:24])=[CH:20][C:19]=2[Cl:25])=[CH:6][CH:7]=1. The catalyst class is: 1. (5) Reactant: [F:1][C:2]([F:27])([F:26])[C:3]1[CH:4]=[C:5]([C:9]2[N:13]3[N:14]=[C:15]([NH:18][C@H:19]4[CH2:24][CH2:23][C@H:22]([NH2:25])[CH2:21][CH2:20]4)[CH:16]=[CH:17][C:12]3=[N:11][CH:10]=2)[CH:6]=[CH:7][CH:8]=1.CCN(C(C)C)C(C)C.[CH3:37][S:38](Cl)(=[O:40])=[O:39]. Product: [F:27][C:2]([F:26])([F:1])[C:3]1[CH:4]=[C:5]([C:9]2[N:13]3[N:14]=[C:15]([NH:18][C@H:19]4[CH2:20][CH2:21][C@H:22]([NH:25][S:38]([CH3:37])(=[O:40])=[O:39])[CH2:23][CH2:24]4)[CH:16]=[CH:17][C:12]3=[N:11][CH:10]=2)[CH:6]=[CH:7][CH:8]=1. The catalyst class is: 16. (6) Reactant: C(OC([N:8]1[CH2:13][CH2:12][CH:11]([C:14]([C:16]2[N:17]([CH3:42])[C:18]3[C:23]([N:24]=2)=[C:22]([N:25]2[CH2:30][CH2:29][O:28][CH2:27][CH2:26]2)[N:21]=[C:20]([N:31]2[C:35]4[CH:36]=[CH:37][CH:38]=[CH:39][C:34]=4[N:33]=[C:32]2[CH2:40][CH3:41])[N:19]=3)=[O:15])[CH2:10][CH2:9]1)=O)(C)(C)C.C(O)(C(F)(F)F)=O. The catalyst class is: 2. Product: [CH2:40]([C:32]1[N:31]([C:20]2[N:19]=[C:18]3[C:23]([N:24]=[C:16]([C:14]([CH:11]4[CH2:10][CH2:9][NH:8][CH2:13][CH2:12]4)=[O:15])[N:17]3[CH3:42])=[C:22]([N:25]3[CH2:26][CH2:27][O:28][CH2:29][CH2:30]3)[N:21]=2)[C:35]2[CH:36]=[CH:37][CH:38]=[CH:39][C:34]=2[N:33]=1)[CH3:41]. (7) The catalyst class is: 191. Reactant: [Cl:1][C:2]1[C:3]([CH3:18])=[C:4]([NH:10][C@H:11]([C@H:15]([OH:17])[CH3:16])[C:12]([OH:14])=O)[CH:5]=[CH:6][C:7]=1[C:8]#[N:9].[OH:19][C:20]1[CH:21]=[C:22]([CH:27]=[CH:28][CH:29]=1)[C:23]([NH:25][NH2:26])=[O:24].ClC1C(C)=C(N[C@H]([C@@H](O)C)C(NNC(=O)C2C=CC=CC=2)=O)C=CC=1C#N. Product: [Cl:1][C:2]1[C:3]([CH3:18])=[C:4]([NH:10][C@H:11]([C@H:15]([OH:17])[CH3:16])[C:12]([NH:26][NH:25][C:23](=[O:24])[C:22]2[CH:27]=[CH:28][CH:29]=[C:20]([OH:19])[CH:21]=2)=[O:14])[CH:5]=[CH:6][C:7]=1[C:8]#[N:9]. (8) Reactant: N1C=CC=CC=1.[F:7][C:8]([F:21])([F:20])[S:9]([O:12]S(C(F)(F)F)(=O)=O)(=[O:11])=[O:10].O[C:23]1[CH:30]=[CH:29][C:26]([C:27]#[N:28])=[CH:25][C:24]=1[CH:31]([CH3:33])[CH3:32]. Product: [F:7][C:8]([F:21])([F:20])[S:9]([O:12][C:23]1[CH:30]=[CH:29][C:26]([C:27]#[N:28])=[CH:25][C:24]=1[CH:31]([CH3:33])[CH3:32])(=[O:11])=[O:10]. The catalyst class is: 4.